Dataset: Catalyst prediction with 721,799 reactions and 888 catalyst types from USPTO. Task: Predict which catalyst facilitates the given reaction. (1) Reactant: [CH2:1]1[C:6]2[NH:7][C:8]3[C:13]([C:14](=[O:15])[C:5]=2[CH2:4][C:3]2[NH:16][C:17]4[C:22]([C:23](=[O:24])[C:2]1=2)=[CH:21][CH:20]=[CH:19][CH:18]=4)=[CH:12][CH:11]=[CH:10][CH:9]=3.[OH-].[Na+].S(=O)(=O)(O)O.[N+](C1C=C(S([O-])(=O)=O)C=CC=1)([O-])=O.[Na+]. Product: [CH:20]1[CH:21]=[C:22]2[C:23]([C:2]3[C:3]([NH:16][C:17]2=[CH:18][CH:19]=1)=[CH:4][C:5]1[C:14]([C:13]2[C:8]([NH:7][C:6]=1[CH:1]=3)=[CH:9][CH:10]=[CH:11][CH:12]=2)=[O:15])=[O:24]. The catalyst class is: 5. (2) Reactant: [CH3:1][O:2][CH:3]([O:16][CH3:17])[CH2:4][CH2:5][N:6]1[CH:14]=[C:13]2[C:8]([CH:9]=[C:10]([NH2:15])[CH:11]=[CH:12]2)=[N:7]1.[O:18]([C:25]1[CH:30]=[CH:29][C:28]([N:31]=[C:32]=[O:33])=[CH:27][CH:26]=1)[C:19]1[CH:24]=[CH:23][CH:22]=[CH:21][CH:20]=1. Product: [CH3:17][O:16][CH:3]([O:2][CH3:1])[CH2:4][CH2:5][N:6]1[CH:14]=[C:13]2[C:8]([CH:9]=[C:10]([NH:15][C:32]([NH:31][C:28]3[CH:29]=[CH:30][C:25]([O:18][C:19]4[CH:20]=[CH:21][CH:22]=[CH:23][CH:24]=4)=[CH:26][CH:27]=3)=[O:33])[CH:11]=[CH:12]2)=[N:7]1. The catalyst class is: 1. (3) Reactant: [F:1][C:2]1[CH:7]=[CH:6][C:5]([F:8])=[CH:4][C:3]=1[S:9]([N:12]([C:16]1[CH:21]=[CH:20][CH:19]=[C:18]([C:22]2[C:26]([C:27]3[CH:32]=[CH:31][N:30]=[CH:29][CH:28]=3)=[CH:25][N:24]([CH2:33][CH2:34][O:35]C3CCCCO3)[N:23]=2)[C:17]=1[F:42])[CH2:13][O:14][CH3:15])(=[O:11])=[O:10].CO. Product: [F:1][C:2]1[CH:7]=[CH:6][C:5]([F:8])=[CH:4][C:3]=1[S:9]([N:12]([C:16]1[CH:21]=[CH:20][CH:19]=[C:18]([C:22]2[C:26]([C:27]3[CH:32]=[CH:31][N:30]=[CH:29][CH:28]=3)=[CH:25][N:24]([CH2:33][CH2:34][OH:35])[N:23]=2)[C:17]=1[F:42])[CH2:13][O:14][CH3:15])(=[O:10])=[O:11]. The catalyst class is: 2. (4) Reactant: [C:1]([O-:4])(O)=[O:2].[Na+].C1C=C(Cl)C=C(C(OO)=O)C=1.O=[C:18]1[CH:25]2[CH2:26][C:21]3([NH:28][C:29](=[O:31])[CH3:30])[CH2:22][CH:23]([CH2:27][CH:19]1[CH2:20]3)C2.S(=O)(=O)(O)[O-].[Na+]. Product: [O:2]=[C:1]1[CH:23]2[CH2:22][C:21]3([NH:28][C:29](=[O:31])[CH3:30])[CH2:20][CH:19]([CH2:18][CH:25]([CH2:26]3)[O:4]1)[CH2:27]2. The catalyst class is: 2. (5) Reactant: C1C=CC(P(C2C(C3C(P(C4C=CC=CC=4)C4C=CC=CC=4)=CC=C4C=3C=CC=C4)=C3C(C=CC=C3)=CC=2)C2C=CC=CC=2)=CC=1.[C:47](=[O:50])([O-])[O-].[Cs+].[Cs+].[CH3:53][N:54]([CH:56](O)[CH2:57]C)[CH3:55].Br[C:61]1[CH:62]=[C:63]2[C:68](=[CH:69][CH:70]=1)[N:67]=[CH:66][N:65]([C:71]1[CH:72]=[C:73]([NH:78][C:79](=[O:91])[C:80]3[CH:85]=[CH:84][CH:83]=[C:82]([C:86]([C:89]#[N:90])([CH3:88])[CH3:87])[CH:81]=3)[CH:74]=[CH:75][C:76]=1[CH3:77])[C:64]2=[O:92]. Product: [C:89]([C:86]([C:82]1[CH:81]=[C:80]([CH:85]=[CH:84][CH:83]=1)[C:79]([NH:78][C:73]1[CH:74]=[CH:75][C:76]([CH3:77])=[C:71]([N:65]2[C:64](=[O:92])[C:63]3[C:68](=[CH:69][CH:70]=[C:61]([O:50][CH2:47][CH2:57][CH2:56][N:54]([CH3:55])[CH3:53])[CH:62]=3)[N:67]=[CH:66]2)[CH:72]=1)=[O:91])([CH3:88])[CH3:87])#[N:90]. The catalyst class is: 718. (6) Reactant: [H-].[Na+].[NH2:3][C:4]1[N:13]=[CH:12][C:11]2[CH:10]=[CH:9][C:8]3[C:14]([C:18]([O:20][CH2:21][CH3:22])=[O:19])=[N:15][N:16]([CH3:17])[C:7]=3[C:6]=2[N:5]=1.[CH2:23]([N:25]=[C:26]=[O:27])[CH3:24]. Product: [CH2:23]([NH:25][C:26]([NH:3][C:4]1[N:13]=[CH:12][C:11]2[CH:10]=[CH:9][C:8]3[C:14]([C:18]([O:20][CH2:21][CH3:22])=[O:19])=[N:15][N:16]([CH3:17])[C:7]=3[C:6]=2[N:5]=1)=[O:27])[CH3:24]. The catalyst class is: 9. (7) The catalyst class is: 1. Product: [C:1]1([C@H:7]([C:8]([O:10][C:11]([CH3:14])([CH3:13])[CH3:12])=[O:9])[C@@H:36]([CH2:35][CH2:34][C:33]([F:32])([F:55])[F:56])[C:37]([O:39][CH2:40][C:41]2[CH:46]=[CH:45][CH:44]=[CH:43][CH:42]=2)=[O:38])[CH:6]=[CH:5][CH:4]=[CH:3][CH:2]=1. Reactant: [C:1]1([CH2:7][C:8]([O:10][C:11]([CH3:14])([CH3:13])[CH3:12])=[O:9])[CH:6]=[CH:5][CH:4]=[CH:3][CH:2]=1.C[Si]([N-][Si](C)(C)C)(C)C.[K+].C1(C)C=CC=CC=1.[F:32][C:33]([F:56])([F:55])[CH2:34][CH2:35][C@@H:36](OS(C(F)(F)F)(=O)=O)[C:37]([O:39][CH2:40][C:41]1[CH:46]=[CH:45][CH:44]=[CH:43][CH:42]=1)=[O:38]. (8) Reactant: [Br:1][C:2]1[CH:11]=[C:10]2[C:5]([N:6]=[CH:7][C:8](Cl)=[N:9]2)=[CH:4][CH:3]=1.[N:13]1([C:19]([O:21][C:22]([CH3:25])([CH3:24])[CH3:23])=[O:20])[CH2:18][CH2:17][NH:16][CH2:15][CH2:14]1.C([O-])([O-])=O.[K+].[K+]. Product: [C:22]([O:21][C:19]([N:13]1[CH2:18][CH2:17][N:16]([C:8]2[CH:7]=[N:6][C:5]3[C:10](=[CH:11][C:2]([Br:1])=[CH:3][CH:4]=3)[N:9]=2)[CH2:15][CH2:14]1)=[O:20])([CH3:25])([CH3:23])[CH3:24]. The catalyst class is: 23. (9) Reactant: Cl[C:2]1[CH:11]=[C:10]([C:12]2[C:24]3[C:23]4[C:18](=[CH:19][C:20]([C:27]5[C:28]([CH3:33])=[N:29][O:30][C:31]=5[CH3:32])=[C:21]([O:25][CH3:26])[CH:22]=4)[NH:17][C:16]=3[N:15]=[C:14]([CH3:34])[N:13]=2)[C:9]2[C:4](=[CH:5][CH:6]=[CH:7][CH:8]=2)[N:3]=1.[NH2:35][CH2:36][CH2:37][C@H:38]([OH:60])[CH2:39][O:40]C(C1C=CC=CC=1)(C1C=CC=CC=1)C1C=CC=CC=1.C([O-])([O-])=O.[K+].[K+]. Product: [CH3:33][C:28]1[C:27]([C:20]2[CH:19]=[C:18]3[C:23]([C:24]4[C:12]([C:10]5[C:9]6[C:4](=[CH:5][CH:6]=[CH:7][CH:8]=6)[N:3]=[C:2]([NH:35][CH2:36][CH2:37][C@H:38]([OH:60])[CH2:39][OH:40])[CH:11]=5)=[N:13][C:14]([CH3:34])=[N:15][C:16]=4[NH:17]3)=[CH:22][C:21]=2[O:25][CH3:26])=[C:31]([CH3:32])[O:30][N:29]=1. The catalyst class is: 16.